This data is from Reaction yield outcomes from USPTO patents with 853,638 reactions. The task is: Predict the reaction yield, written as a fraction of the theoretical maximum amount of product (1.0 means a 100% yield; for example, 0.34 means a 34% yield). (1) The reactants are [NH2:1][C:2]1([C:14]2[C:15]([O:20][CH2:21][CH3:22])=[N:16][CH:17]=[CH:18][CH:19]=2)[C:10]2[C:5](=[CH:6][CH:7]=[C:8]([C:11]#[N:12])[CH:9]=2)[NH:4][C:3]1=[O:13].CC(C)([O-])C.[K+].[CH3:29][O:30][C:31]1[CH:36]=[C:35]([O:37][CH3:38])[CH:34]=[CH:33][C:32]=1[S:39](Cl)(=[O:41])=[O:40].ClCCl.CO. The catalyst is CN(C)C=O. The product is [NH2:1][C:2]1([C:14]2[C:15]([O:20][CH2:21][CH3:22])=[N:16][CH:17]=[CH:18][CH:19]=2)[C:10]2[C:5](=[CH:6][CH:7]=[C:8]([C:11]#[N:12])[CH:9]=2)[N:4]([S:39]([C:32]2[CH:33]=[CH:34][C:35]([O:37][CH3:38])=[CH:36][C:31]=2[O:30][CH3:29])(=[O:41])=[O:40])[C:3]1=[O:13]. The yield is 0.790. (2) The reactants are [C:1]([O:5][C:6](=[O:22])[NH:7][C@H:8]([C:16]1[CH:21]=[CH:20][CH:19]=[CH:18][CH:17]=1)[CH2:9][NH:10][C:11]([CH3:15])([CH3:14])[CH2:12][OH:13])([CH3:4])([CH3:3])[CH3:2].[H-].[Na+].[CH3:25]I. The catalyst is C1COCC1. The product is [C:1]([O:5][C:6](=[O:22])[NH:7][C@H:8]([C:16]1[CH:17]=[CH:18][CH:19]=[CH:20][CH:21]=1)[CH2:9][NH:10][C:11]([CH3:15])([CH3:14])[CH2:12][O:13][CH3:25])([CH3:2])([CH3:3])[CH3:4]. The yield is 0.310. (3) The reactants are [C:1]1([CH:7]([N:19]2[CH2:24][CH2:23][S:22][CH2:21][CH2:20]2)[C:8]([O:10][C@@H:11]2[CH:16]3[CH2:17][CH2:18][N:13]([CH2:14][CH2:15]3)[CH2:12]2)=[O:9])[CH:6]=[CH:5][CH:4]=[CH:3][CH:2]=1.[Cl:25][CH2:26][C:27]([C:29]1[CH:34]=[CH:33][CH:32]=[CH:31][CH:30]=1)=[O:28]. The catalyst is C(OCC)(=O)C. The product is [Cl-:25].[O:28]=[C:27]([C:29]1[CH:34]=[CH:33][CH:32]=[CH:31][CH:30]=1)[CH2:26][N+:13]12[CH2:14][CH2:15][CH:16]([CH2:17][CH2:18]1)[C@@H:11]([O:10][C:8](=[O:9])[CH:7]([C:1]1[CH:6]=[CH:5][CH:4]=[CH:3][CH:2]=1)[N:19]1[CH2:24][CH2:23][S:22][CH2:21][CH2:20]1)[CH2:12]2. The yield is 0.910. (4) The reactants are [NH2:1][C:2]1[C:11]2[C:6](=[C:7](Br)[CH:8]=[CH:9][CH:10]=2)[N:5]=[N:4][C:3]=1[C:13]([NH:15][CH2:16][CH2:17][CH3:18])=[O:14].[CH3:19][O:20][C:21]1[CH:22]=[CH:23][C:24]([CH3:30])=[C:25](B(O)O)[CH:26]=1. No catalyst specified. The product is [NH2:1][C:2]1[C:11]2[C:6](=[C:7]([C:23]3[CH:22]=[C:21]([O:20][CH3:19])[CH:26]=[CH:25][C:24]=3[CH3:30])[CH:8]=[CH:9][CH:10]=2)[N:5]=[N:4][C:3]=1[C:13]([NH:15][CH2:16][CH2:17][CH3:18])=[O:14]. The yield is 0.730. (5) The reactants are Cl.[NH:2]1[CH2:7][CH2:6][CH2:5][CH2:4][C@@H:3]1[C:8]([NH:10][C@H:11]([C:13]1[CH:22]=[CH:21][C:16]([C:17]([O:19][CH3:20])=[O:18])=[CH:15][CH:14]=1)[CH3:12])=[O:9].[F:23][C:24]1[CH:33]=[CH:32][C:27]([O:28][CH2:29][CH:30]=O)=[CH:26][CH:25]=1.C(O)(=O)C.C(O[BH-](OC(=O)C)OC(=O)C)(=O)C.[Na+]. The catalyst is ClCCCl. The product is [F:23][C:24]1[CH:33]=[CH:32][C:27]([O:28][CH2:29][CH2:30][N:2]2[CH2:7][CH2:6][CH2:5][CH2:4][C@@H:3]2[C:8]([NH:10][C@H:11]([C:13]2[CH:14]=[CH:15][C:16]([C:17]([O:19][CH3:20])=[O:18])=[CH:21][CH:22]=2)[CH3:12])=[O:9])=[CH:26][CH:25]=1. The yield is 0.700. (6) The reactants are C([NH:8][CH:9]1[CH2:14][CH2:13][C:12]([CH3:16])([OH:15])[CH2:11][CH2:10]1)C1C=CC=CC=1. The catalyst is CO.[Pd]. The product is [NH2:8][CH:9]1[CH2:14][CH2:13][C:12]([CH3:16])([OH:15])[CH2:11][CH2:10]1. The yield is 1.00. (7) The reactants are [H-].[Na+].[F:3][C:4]1[C:5]([CH2:16][N:17]([CH3:25])[C:18](=[O:24])[O:19][C:20]([CH3:23])([CH3:22])[CH3:21])=[CH:6][NH:7][C:8]=1[C:9]1[C:10]([F:15])=[N:11][CH:12]=[CH:13][CH:14]=1.C1O[CH2:39][CH2:38]OCCOCCOCCOC1.C[C:42]1C=[CH:46][N:45]=[CH:44][C:43]=1[S:48](Cl)(=[O:50])=[O:49]. The catalyst is O1CCCC1.O. The product is [F:3][C:4]1[C:5]([CH2:16][N:17]([CH3:25])[C:18](=[O:24])[O:19][C:20]([CH3:21])([CH3:22])[CH3:23])=[CH:6][N:7]([S:48]([C:43]2[CH:44]=[N:45][CH:46]=[C:38]([CH3:39])[CH:42]=2)(=[O:50])=[O:49])[C:8]=1[C:9]1[C:10]([F:15])=[N:11][CH:12]=[CH:13][CH:14]=1. The yield is 0.770. (8) The reactants are [F:1][C:2]1[CH:9]=[C:8](/[CH:10]=[CH:11]/[B:12]2[O:16][C:15]([CH3:18])([CH3:17])[C:14]([CH3:20])([CH3:19])[O:13]2)[CH:7]=[CH:6][C:3]=1[CH:4]=O.[NH:21]1[CH2:26][CH2:25][O:24][CH2:23][CH2:22]1.[BH-](OC(C)=O)(OC(C)=O)OC(C)=O.[Na+].CC(O)=O. The catalyst is ClCCCl. The product is [F:1][C:2]1[CH:9]=[C:8](/[CH:10]=[CH:11]/[B:12]2[O:16][C:15]([CH3:18])([CH3:17])[C:14]([CH3:20])([CH3:19])[O:13]2)[CH:7]=[CH:6][C:3]=1[CH2:4][N:21]1[CH2:26][CH2:25][O:24][CH2:23][CH2:22]1. The yield is 0.940.